Dataset: Full USPTO retrosynthesis dataset with 1.9M reactions from patents (1976-2016). Task: Predict the reactants needed to synthesize the given product. (1) The reactants are: O=[C:2]([CH3:13])[CH2:3][C:4]1[C:9]([C:10]([OH:12])=[O:11])=[CH:8][N:7]=[CH:6][CH:5]=1.C([O-])(O)=O.[Na+]. Given the product [CH3:13][C:2]1[O:11][C:10](=[O:12])[C:9]2=[CH:8][N:7]=[CH:6][CH:5]=[C:4]2[CH:3]=1, predict the reactants needed to synthesize it. (2) Given the product [N:43]1([CH2:6][CH2:7][O:8][C@H:9]2[CH2:14][CH2:13][C@H:12]([N:15]3[C:20](=[O:21])[C:19]([CH2:22][C:23]4[CH:28]=[CH:27][C:26]([C:29]5[C:30]([C:35]#[N:36])=[CH:31][CH:32]=[CH:33][CH:34]=5)=[CH:25][CH:24]=4)=[C:18]([CH2:37][CH2:38][CH3:39])[N:17]4[N:40]=[CH:41][N:42]=[C:16]34)[CH2:11][CH2:10]2)[CH2:48][CH2:47][O:46][CH2:45][CH2:44]1, predict the reactants needed to synthesize it. The reactants are: CS(O[CH2:6][CH2:7][O:8][C@H:9]1[CH2:14][CH2:13][C@H:12]([N:15]2[C:20](=[O:21])[C:19]([CH2:22][C:23]3[CH:28]=[CH:27][C:26]([C:29]4[CH:34]=[CH:33][CH:32]=[CH:31][C:30]=4[C:35]#[N:36])=[CH:25][CH:24]=3)=[C:18]([CH2:37][CH2:38][CH3:39])[N:17]3[N:40]=[CH:41][N:42]=[C:16]23)[CH2:11][CH2:10]1)(=O)=O.[NH:43]1[CH2:48][CH2:47][O:46][CH2:45][CH2:44]1.[I-].[Na+].